Task: Regression. Given a peptide amino acid sequence and an MHC pseudo amino acid sequence, predict their binding affinity value. This is MHC class II binding data.. Dataset: Peptide-MHC class II binding affinity with 134,281 pairs from IEDB (1) The peptide sequence is KMIGGIGGFIKVRQYDQIHI. The MHC is DRB1_0405 with pseudo-sequence DRB1_0405. The binding affinity (normalized) is 0.247. (2) The peptide sequence is QYIKANSKFIGITE. The MHC is HLA-DQA10501-DQB10201 with pseudo-sequence HLA-DQA10501-DQB10201. The binding affinity (normalized) is 0. (3) The peptide sequence is LGIISHLLKTRDNSV. The MHC is H-2-IAb with pseudo-sequence H-2-IAb. The binding affinity (normalized) is 0.117. (4) The peptide sequence is LVNSSQPWEPLQLHV. The MHC is DRB1_1501 with pseudo-sequence DRB1_1501. The binding affinity (normalized) is 0.282. (5) The peptide sequence is LGMNHVLQSIRRNYP. The MHC is DRB1_1101 with pseudo-sequence DRB1_1101. The binding affinity (normalized) is 0.751. (6) The binding affinity (normalized) is 0.610. The MHC is DRB4_0101 with pseudo-sequence DRB4_0103. The peptide sequence is MSQIMYNYPAMMAHA.